From a dataset of Full USPTO retrosynthesis dataset with 1.9M reactions from patents (1976-2016). Predict the reactants needed to synthesize the given product. (1) Given the product [C:1]([C:3]1[CH:4]=[C:5]([N:9]([CH2:19][C:18]2[CH:21]=[CH:22][CH:23]=[C:16]([O:15][CH3:14])[CH:17]=2)[C:10](=[O:13])[CH2:11][CH3:12])[CH:6]=[CH:7][CH:8]=1)#[N:2], predict the reactants needed to synthesize it. The reactants are: [C:1]([C:3]1[CH:4]=[C:5]([NH:9][C:10](=[O:13])[CH2:11][CH3:12])[CH:6]=[CH:7][CH:8]=1)#[N:2].[CH3:14][O:15][C:16]1[CH:17]=[C:18]([CH:21]=[CH:22][CH:23]=1)[CH2:19]Br. (2) Given the product [C:50]([O:69][CH2:70][C@@H:71]([O:72][C:73](=[O:91])[CH2:74][CH2:75][CH2:76][CH2:77][CH2:78][CH2:79][CH2:80]/[CH:81]=[CH:82]\[CH2:83][CH2:84][CH2:85][CH2:86][CH2:87][CH2:88][CH2:89][CH3:90])[CH2:92][O:93][P:94]([O:97][CH2:98][CH2:99][NH:100][C:11](=[O:12])[CH2:10][NH:9][C:7](=[O:8])[CH2:6][NH:5][C:3](=[O:4])[CH2:2][NH2:1])([OH:96])=[O:95])(=[O:68])[CH2:51][CH2:52][CH2:53][CH2:54][CH2:55][CH2:56][CH2:57]/[CH:58]=[CH:59]\[CH2:60][CH2:61][CH2:62][CH2:63][CH2:64][CH2:65][CH2:66][CH3:67], predict the reactants needed to synthesize it. The reactants are: [NH:1](C(OC(C)(C)C)=O)[CH2:2][C:3]([NH:5][CH2:6][C:7]([NH:9][CH2:10][C:11](O)=[O:12])=[O:8])=[O:4].F[P-](F)(F)(F)(F)F.C[N+](C)=C(N(C)C)ON1C2N=CC=CC=2N=N1.CN(C=O)C.[C:50]([O:69][CH2:70][C@H:71]([CH2:92][O:93][P:94]([O:97][CH2:98][CH2:99][NH2:100])([OH:96])=[O:95])[O:72][C:73](=[O:91])[CH2:74][CH2:75][CH2:76][CH2:77][CH2:78][CH2:79][CH2:80]/[CH:81]=[CH:82]\[CH2:83][CH2:84][CH2:85][CH2:86][CH2:87][CH2:88][CH2:89][CH3:90])(=[O:68])[CH2:51][CH2:52][CH2:53][CH2:54][CH2:55][CH2:56][CH2:57]/[CH:58]=[CH:59]\[CH2:60][CH2:61][CH2:62][CH2:63][CH2:64][CH2:65][CH2:66][CH3:67].Cl.C(OCC)C. (3) Given the product [CH3:1][C:2]1[CH:3]=[C:4]([CH:13]2[CH2:14][CH:15]([C:27]3[O:28][N:36]=[C:32]([CH:33]([CH3:35])[CH3:34])[N:31]=3)[CH2:16][N:17]([C:19]([N:21]3[CH2:26][CH2:25][O:24][CH2:23][CH2:22]3)=[O:20])[CH2:18]2)[CH:5]=[CH:6][C:7]=1[O:8][C:9]([F:11])([F:10])[F:12], predict the reactants needed to synthesize it. The reactants are: [CH3:1][C:2]1[CH:3]=[C:4]([CH:13]2[CH2:18][N:17]([C:19]([N:21]3[CH2:26][CH2:25][O:24][CH2:23][CH2:22]3)=[O:20])[CH2:16][CH:15]([C:27](O)=[O:28])[CH2:14]2)[CH:5]=[CH:6][C:7]=1[O:8][C:9]([F:12])([F:11])[F:10].O[N:31]=[C:32]([NH2:36])[CH:33]([CH3:35])[CH3:34]. (4) Given the product [CH3:27][C:28]1([CH3:36])[O:32][C@@H:31]([CH2:33][O:34][NH:35][C:20]([C:12]2[O:13][C:14]3[CH:19]=[CH:18][N:17]=[CH:16][C:15]=3[C:11]=2[NH:10][C:3]2[CH:4]=[C:5]([F:9])[C:6]([I:8])=[CH:7][C:2]=2[F:1])=[O:21])[CH2:30][O:29]1, predict the reactants needed to synthesize it. The reactants are: [F:1][C:2]1[CH:7]=[C:6]([I:8])[C:5]([F:9])=[CH:4][C:3]=1[NH:10][C:11]1[C:15]2[CH:16]=[N:17][CH:18]=[CH:19][C:14]=2[O:13][C:12]=1[C:20](OCC)=[O:21].[OH-].[Na+].[CH3:27][C:28]1([CH3:36])[O:32][C@@H:31]([CH2:33][O:34][NH2:35])[CH2:30][O:29]1.C1C=CC2N(O)N=NC=2C=1.CCN(C(C)C)C(C)C. (5) Given the product [CH3:15][O:16][C:17]1[CH:22]=[C:21]([O:23][CH3:24])[CH:20]=[CH:19][C:18]=1[C:2]1[C:6]2[CH:7]=[C:8]([C:11]([O:13][CH3:14])=[O:12])[CH:9]=[CH:10][C:5]=2[S:4][CH:3]=1, predict the reactants needed to synthesize it. The reactants are: Br[C:2]1[C:6]2[CH:7]=[C:8]([C:11]([O:13][CH3:14])=[O:12])[CH:9]=[CH:10][C:5]=2[S:4][CH:3]=1.[CH3:15][O:16][C:17]1[CH:22]=[C:21]([O:23][CH3:24])[CH:20]=[CH:19][C:18]=1B(O)O.C(=O)([O-])[O-].[Na+].[Na+].COCCOC. (6) Given the product [CH3:9][O:8][C:6](=[O:7])[C:5]1[CH:10]=[CH:11][C:2]([NH:18][CH:15]([CH3:17])[CH3:16])=[C:3]([N+:12]([O-:14])=[O:13])[CH:4]=1, predict the reactants needed to synthesize it. The reactants are: Cl[C:2]1[CH:11]=[CH:10][C:5]([C:6]([O:8][CH3:9])=[O:7])=[CH:4][C:3]=1[N+:12]([O-:14])=[O:13].[CH:15]([NH2:18])([CH3:17])[CH3:16]. (7) Given the product [CH2:1]([O:3][C:4](=[O:10])[CH:5]([CH3:9])[C:6]([NH:21][CH2:20][C:19]1[CH:18]=[C:17]([F:16])[CH:24]=[C:23]([F:25])[CH:22]=1)=[O:8])[CH3:2], predict the reactants needed to synthesize it. The reactants are: [CH2:1]([O:3][C:4](=[O:10])[CH:5]([CH3:9])[C:6]([OH:8])=O)[CH3:2].O1CCCC1.[F:16][C:17]1[CH:18]=[C:19]([CH:22]=[C:23]([F:25])[CH:24]=1)[CH2:20][NH2:21].Cl.CN(C)CCCN=C=NCC.C(N(CC)C(C)C)(C)C. (8) Given the product [Cl:1][C:8]1[CH:17]=[C:16]([NH:18][C:19]2[C:20]([Cl:26])=[CH:21][N:22]=[CH:23][C:24]=2[Cl:25])[C:15]2[C:10](=[C:11]([O:29][CH:30]3[CH2:31][CH2:32][CH2:33][CH2:34]3)[C:12]([O:27][CH3:28])=[CH:13][CH:14]=2)[N:9]=1, predict the reactants needed to synthesize it. The reactants are: [ClH:1].FC(F)(F)S(O[C:8]1[CH:17]=[C:16]([NH:18][C:19]2[C:24]([Cl:25])=[CH:23][N:22]=[CH:21][C:20]=2[Cl:26])[C:15]2[C:10](=[C:11]([O:29][CH:30]3[CH2:34][CH2:33][CH2:32][CH2:31]3)[C:12]([O:27][CH3:28])=[CH:13][CH:14]=2)[N:9]=1)(=O)=O. (9) Given the product [ClH:1].[C:23]([C:26]1[S:30][C:29]([C:21]2[C:15]3[S:14][C:13]([C:11]([NH:10][C@@H:4]4[CH:5]5[CH2:8][CH2:9][N:2]([CH2:7][CH2:6]5)[CH2:3]4)=[O:12])=[CH:17][C:16]=3[CH:18]=[CH:19][CH:20]=2)=[CH:28][CH:27]=1)(=[O:25])[CH3:24], predict the reactants needed to synthesize it. The reactants are: [ClH:1].[N:2]12[CH2:9][CH2:8][CH:5]([CH2:6][CH2:7]1)[C@@H:4]([NH:10][C:11]([C:13]1[S:14][C:15]3[C:21](Br)=[CH:20][CH:19]=[CH:18][C:16]=3[CH:17]=1)=[O:12])[CH2:3]2.[C:23]([C:26]1[S:30][C:29](B(O)O)=[CH:28][CH:27]=1)(=[O:25])[CH3:24].C(=O)([O-])[O-].[Na+].[Na+]. (10) Given the product [F:1][C:2]([F:23])([C:19]([F:21])([F:22])[F:20])[CH2:3][CH2:4][C:5]1[N:6]=[C:7]([C:14]([NH2:24])=[O:16])[N:8]2[CH:13]=[CH:12][CH:11]=[N:10][C:9]=12, predict the reactants needed to synthesize it. The reactants are: [F:1][C:2]([F:23])([C:19]([F:22])([F:21])[F:20])[CH2:3][CH2:4][C:5]1[N:6]=[C:7]([C:14]([O:16]CC)=O)[N:8]2[CH:13]=[CH:12][CH:11]=[N:10][C:9]=12.[NH3:24].